This data is from TCR-epitope binding with 47,182 pairs between 192 epitopes and 23,139 TCRs. The task is: Binary Classification. Given a T-cell receptor sequence (or CDR3 region) and an epitope sequence, predict whether binding occurs between them. The TCR CDR3 sequence is CSVEEGTPYNEQFF. Result: 0 (the TCR does not bind to the epitope). The epitope is FLRGRAYGL.